From a dataset of Full USPTO retrosynthesis dataset with 1.9M reactions from patents (1976-2016). Predict the reactants needed to synthesize the given product. (1) Given the product [C:26]([C:30]1[CH:31]=[C:32]([NH:71][S:72]([CH3:75])(=[O:73])=[O:74])[C:33]([O:69][CH3:70])=[C:34]([NH:36][C:37](=[O:68])[NH:38][C:39]2[C:48]3[C:43](=[CH:44][CH:45]=[CH:46][CH:47]=3)[C:42]([O:49][C:50]3[CH:55]=[CH:54][N:53]=[C:52]([NH:56][C:57]4[CH:65]=[CH:64][C:60]([C:61]([NH:76][CH2:77][C:78]([CH2:83][OH:84])([CH2:81][OH:82])[CH2:79][OH:80])=[O:62])=[C:59]([O:66][CH3:67])[CH:58]=4)[CH:51]=3)=[CH:41][CH:40]=2)[CH:35]=1)([CH3:28])([CH3:27])[CH3:29], predict the reactants needed to synthesize it. The reactants are: CN(C(ON1N=NC2C=CC=NC1=2)=[N+](C)C)C.F[P-](F)(F)(F)(F)F.Cl.[C:26]([C:30]1[CH:31]=[C:32]([NH:71][S:72]([CH3:75])(=[O:74])=[O:73])[C:33]([O:69][CH3:70])=[C:34]([NH:36][C:37](=[O:68])[NH:38][C:39]2[C:48]3[C:43](=[CH:44][CH:45]=[CH:46][CH:47]=3)[C:42]([O:49][C:50]3[CH:55]=[CH:54][N:53]=[C:52]([NH:56][C:57]4[CH:65]=[CH:64][C:60]([C:61](O)=[O:62])=[C:59]([O:66][CH3:67])[CH:58]=4)[CH:51]=3)=[CH:41][CH:40]=2)[CH:35]=1)([CH3:29])([CH3:28])[CH3:27].[NH2:76][CH2:77][C:78]([CH2:83][OH:84])([CH2:81][OH:82])[CH2:79][OH:80].CCN(C(C)C)C(C)C. (2) The reactants are: [C:1]([O:5][C:6]([N:8]1[CH2:13][CH2:12][CH:11]([NH:14][C:15]2[CH:20]=[CH:19][C:18]([C:21]([O:23][CH2:24][CH:25]=[CH2:26])=[O:22])=[CH:17][C:16]=2[NH:27][C:28](=[O:31])[CH2:29]Br)[CH2:10][CH2:9]1)=[O:7])([CH3:4])([CH3:3])[CH3:2].C(N(C(C)C)C(C)C)C. Given the product [CH2:24]([O:23][C:21]([C:18]1[CH:17]=[C:16]2[C:15](=[CH:20][CH:19]=1)[N:14]([CH:11]1[CH2:12][CH2:13][N:8]([C:6]([O:5][C:1]([CH3:4])([CH3:3])[CH3:2])=[O:7])[CH2:9][CH2:10]1)[CH2:29][C:28](=[O:31])[NH:27]2)=[O:22])[CH:25]=[CH2:26], predict the reactants needed to synthesize it. (3) Given the product [C:1]([O:5][C:6]([C:8]1[C:17]([N:18]=[CH:31][N:32]([CH3:34])[CH3:33])=[CH:16][C:15]2[C:10](=[CH:11][C:12]([O:27][CH3:28])=[C:13]([O:19][CH2:20][C:21]3[CH:22]=[CH:23][CH:24]=[CH:25][CH:26]=3)[CH:14]=2)[CH:9]=1)=[O:7])([CH3:4])([CH3:3])[CH3:2], predict the reactants needed to synthesize it. The reactants are: [C:1]([O:5][C:6]([C:8]1[C:17]([NH2:18])=[CH:16][C:15]2[C:10](=[CH:11][C:12]([O:27][CH3:28])=[C:13]([O:19][CH2:20][C:21]3[CH:26]=[CH:25][CH:24]=[CH:23][CH:22]=3)[CH:14]=2)[CH:9]=1)=[O:7])([CH3:4])([CH3:3])[CH3:2].CO[CH:31](OC)[N:32]([CH3:34])[CH3:33]. (4) Given the product [Cl:1][C:2]1[CH:3]=[CH:4][C:5]2[N:6]([C:12]([SH:13])=[N:9][N:8]=2)[N:7]=1, predict the reactants needed to synthesize it. The reactants are: [Cl:1][C:2]1[N:7]=[N:6][C:5]([NH:8][NH2:9])=[CH:4][CH:3]=1.[OH-].[K+].[C:12](=S)=[S:13].